The task is: Predict the reactants needed to synthesize the given product.. This data is from Full USPTO retrosynthesis dataset with 1.9M reactions from patents (1976-2016). (1) Given the product [CH3:18][C:16]1[C:10]2[C:3](=[CH:4][CH:5]=[C:6]([C:7]#[N:8])[CH:9]=2)[N:2]=[CH:15][CH:14]=1, predict the reactants needed to synthesize it. The reactants are: Cl.[NH2:2][C:3]1[CH:10]=[CH:9][C:6]([C:7]#[N:8])=[CH:5][CH:4]=1.C(O)C.[CH:14]([C:16]([CH3:18])=O)=[CH2:15].C(=O)([O-])[O-].[Na+].[Na+]. (2) Given the product [NH:20]1[CH:14]=[CH:15][CH:18]=[C:19]1[C:2]1[CH:3]=[C:4]2[NH:10][C:9]([CH2:11][N:12]3[CH:17]=[CH:16][C:15]4[C:18]([C:21](=[O:31])[C:22]5[C:23]([F:30])=[CH:24][C:25]([F:29])=[CH:26][C:27]=5[F:28])=[CH:19][NH:20][C:14]=4[C:13]3=[O:32])=[N:8][C:5]2=[N:6][CH:7]=1, predict the reactants needed to synthesize it. The reactants are: Br[C:2]1[CH:3]=[C:4]2[NH:10][C:9]([CH2:11][N:12]3[CH:17]=[CH:16][C:15]4[C:18]([C:21](=[O:31])[C:22]5[C:27]([F:28])=[CH:26][C:25]([F:29])=[CH:24][C:23]=5[F:30])=[CH:19][NH:20][C:14]=4[C:13]3=[O:32])=[N:8][C:5]2=[N:6][CH:7]=1.C(=O)([O-])[O-].[Cs+].[Cs+]. (3) Given the product [O:23]=[C:15]1[C:14](=[C:10]2[C:11]3[C:7](=[CH:6][C:5]([NH:4][CH2:3][CH2:2][O:1][C:26](=[O:27])[CH2:25][Br:24])=[CH:13][CH:12]=3)[CH2:8][O:9]2)[C:22]2[C:17](=[CH:18][CH:19]=[CH:20][CH:21]=2)[NH:16]1, predict the reactants needed to synthesize it. The reactants are: [OH:1][CH2:2][CH2:3][NH:4][C:5]1[CH:6]=[C:7]2[C:11](=[CH:12][CH:13]=1)[C:10](=[C:14]1[C:22]3[C:17](=[CH:18][CH:19]=[CH:20][CH:21]=3)[NH:16][C:15]1=[O:23])[O:9][CH2:8]2.[Br:24][CH2:25][C:26](O[C:26](=[O:27])[CH2:25][Br:24])=[O:27].O. (4) Given the product [CH2:13]([N:15]([CH2:16][CH3:17])[C:8](=[O:9])[C:7]1[CH:11]=[CH:12][C:4]([N+:1]([O-:3])=[O:2])=[CH:5][CH:6]=1)[CH3:14], predict the reactants needed to synthesize it. The reactants are: [N+:1]([C:4]1[CH:12]=[CH:11][C:7]([C:8](Cl)=[O:9])=[CH:6][CH:5]=1)([O-:3])=[O:2].[CH2:13]([NH:15][CH2:16][CH3:17])[CH3:14].[OH-].[Na+]. (5) Given the product [F:1][C:2]1[CH:7]=[CH:6][C:5]([N:8]2[C:11](=[O:12])[C@H:10]([S:13][CH2:14][CH:15]([OH:24])[C:16]3[CH:17]=[CH:18][C:19]([S:22][CH3:23])=[CH:20][CH:21]=3)[C@H:9]2[C:25]2[CH:35]=[CH:34][C:28]([O:29][CH2:30][C:31]([NH:65][CH2:66][C:67]([NH:69][C@@H:70]([C:78]([OH:80])=[O:79])[CH2:71][CH:72]3[CH2:77][CH2:76][CH2:75][CH2:74][CH2:73]3)=[O:68])=[O:32])=[CH:27][CH:26]=2)=[CH:4][CH:3]=1, predict the reactants needed to synthesize it. The reactants are: [F:1][C:2]1[CH:7]=[CH:6][C:5]([N:8]2[C:11](=[O:12])[C@H:10]([S:13][CH2:14][CH:15]([OH:24])[C:16]3[CH:21]=[CH:20][C:19]([S:22][CH3:23])=[CH:18][CH:17]=3)[C@H:9]2[C:25]2[CH:35]=[CH:34][C:28]([O:29][CH2:30][C:31](O)=[O:32])=[CH:27][CH:26]=2)=[CH:4][CH:3]=1.CN1CCOCC1.CN(C(ON1N=NC2C=CC=CC1=2)=[N+](C)C)C.[B-](F)(F)(F)F.[NH2:65][CH2:66][C:67]([NH:69][C@@H:70]([C:78]([OH:80])=[O:79])[CH2:71][CH:72]1[CH2:77][CH2:76][CH2:75][CH2:74][CH2:73]1)=[O:68].[BH4-].[Na+].